This data is from Reaction yield outcomes from USPTO patents with 853,638 reactions. The task is: Predict the reaction yield, written as a fraction of the theoretical maximum amount of product (1.0 means a 100% yield; for example, 0.34 means a 34% yield). (1) The reactants are C[Si](C)(C)CCO[C:6](=[O:23])[C:7]1[CH:12]=[C:11]([OH:13])[CH:10]=[CH:9][C:8]=1[CH2:14][CH2:15][C:16]([O:18][C:19]([CH3:22])([CH3:21])[CH3:20])=[O:17].CC1O[C:30]([C:32]2[CH:37]=[CH:36][CH:35]=[CH:34][CH:33]=2)=NC=1CCOS([C:35]1[CH:36]=[CH:37][C:32]([CH3:30])=[CH:33][CH:34]=1)(=O)=O.C([O-])([O-])=O.[Cs+].[Cs+]. The catalyst is CN(C=O)C. The product is [C:19]([O:18][C:16](=[O:17])[CH:15]=[CH:14][C:8]1[CH:9]=[CH:10][C:11]([O:13][CH2:30][C:32]2[CH:37]=[CH:36][CH:35]=[CH:34][CH:33]=2)=[CH:12][C:7]=1[CH:6]=[O:23])([CH3:20])([CH3:21])[CH3:22]. The yield is 0.780. (2) The reactants are [CH3:1][O:2][C:3]1[CH:4]=[C:5]2[C:10](=[CH:11][C:12]=1[O:13][CH3:14])[N:9]=[CH:8][CH:7]=[C:6]2[O:15][C:16]1[CH:21]=[CH:20][C:19]([NH:22][C:23](=O)[CH2:24][O:25][C:26]2[CH:31]=[CH:30][CH:29]=[CH:28][C:27]=2[Cl:32])=[CH:18][CH:17]=1.Cl.[OH-].[Na+]. The catalyst is O1CCCC1. The product is [Cl:32][C:27]1[CH:28]=[CH:29][CH:30]=[CH:31][C:26]=1[O:25][CH2:24][CH2:23][NH:22][C:19]1[CH:20]=[CH:21][C:16]([O:15][C:6]2[C:5]3[C:10](=[CH:11][C:12]([O:13][CH3:14])=[C:3]([O:2][CH3:1])[CH:4]=3)[N:9]=[CH:8][CH:7]=2)=[CH:17][CH:18]=1. The yield is 0.800. (3) The yield is 0.150. No catalyst specified. The reactants are [F:1][C:2]1[CH:7]=[C:6]([F:8])[CH:5]=[CH:4][C:3]=1[C@@:9]([OH:38])([CH2:32][N:33]1[CH:37]=[N:36][CH:35]=[N:34]1)[C@H:10]([S:12][C@@H:13]1[CH2:18][O:17][C@@H:16](/[CH:19]=[CH:20]/[CH:21]=[CH:22]/[C:23]2[CH:30]=[CH:29][C:26]([C:27]#[N:28])=[CH:25][C:24]=2[F:31])[O:15][CH2:14]1)[CH3:11].[H-].[Na+].[CH2:41]([O:44][P:45]([O:51][CH2:52][CH2:53][C:54]([CH3:58])([CH3:57])[CH2:55]Cl)([O:47][CH2:48][CH:49]=[CH2:50])=[O:46])[CH:42]=[CH2:43].[O:59]1CCCC1. The product is [CH2:41]([O:44][P:45]([O:51][CH2:52][CH2:53][C:54]([CH3:58])([CH3:57])[C:55]([O:38][C@:9]([C:3]1[CH:4]=[CH:5][C:6]([F:8])=[CH:7][C:2]=1[F:1])([CH2:32][N:33]1[CH:37]=[N:36][CH:35]=[N:34]1)[C@H:10]([S:12][C@@H:13]1[CH2:18][O:17][C@@H:16](/[CH:19]=[CH:20]/[CH:21]=[CH:22]/[C:23]2[CH:30]=[CH:29][C:26]([C:27]#[N:28])=[CH:25][C:24]=2[F:31])[O:15][CH2:14]1)[CH3:11])=[O:59])([O:47][CH2:48][CH:49]=[CH2:50])=[O:46])[CH:42]=[CH2:43].